From a dataset of Reaction yield outcomes from USPTO patents with 853,638 reactions. Predict the reaction yield, written as a fraction of the theoretical maximum amount of product (1.0 means a 100% yield; for example, 0.34 means a 34% yield). (1) The reactants are [Cl:1][C:2]1[CH:7]=[C:6]([I:8])[CH:5]=[CH:4][C:3]=1[NH:9][C:10]1[CH:27]=[N:26][CH:25]=[CH:24][C:11]=1[C:12]([NH:14][O:15][CH2:16][C@H:17]1[CH2:21][O:20]C(C)(C)[O:18]1)=[O:13]. The catalyst is C(O)(=O)C. The product is [Cl:1][C:2]1[CH:7]=[C:6]([I:8])[CH:5]=[CH:4][C:3]=1[NH:9][C:10]1[CH:27]=[N:26][CH:25]=[CH:24][C:11]=1[C:12]([NH:14][O:15][CH2:16][C@H:17]([OH:18])[CH2:21][OH:20])=[O:13]. The yield is 0.430. (2) The reactants are [CH2:1]([O:8][C:9]1[N:14]=[CH:13][C:12]([CH2:15][C:16]2[CH:20]=[C:19]([C:21]3[C:22]([NH2:28])=[N:23][C:24]([NH2:27])=[CH:25][CH:26]=3)[O:18][N:17]=2)=[CH:11][CH:10]=1)[C:2]1[CH:7]=[CH:6][CH:5]=[CH:4][CH:3]=1.[OH:29][CH2:30][CH:31]=O.N1C=CC=CC=1C.B.C(=O)([O-])O.[Na+]. The catalyst is C(O)(=O)C.CN(C)C=O. The product is [NH2:28][C:22]1[N:23]=[C:24]([NH:27][CH2:31][CH2:30][OH:29])[CH:25]=[CH:26][C:21]=1[C:19]1[O:18][N:17]=[C:16]([CH2:15][C:12]2[CH:13]=[N:14][C:9]([O:8][CH2:1][C:2]3[CH:7]=[CH:6][CH:5]=[CH:4][CH:3]=3)=[CH:10][CH:11]=2)[CH:20]=1. The yield is 0.100. (3) The reactants are [F:1][C:2]1[C:3]([C:23]2[N:27]=[CH:26][N:25](C3CCCCO3)[N:24]=2)=[CH:4][C:5]([CH3:22])=[C:6]([C:8]2[N:13]=[C:12]3[N:14]([CH:19]([CH3:21])[CH3:20])[C:15](=[O:18])[CH2:16][NH:17][C:11]3=[N:10][CH:9]=2)[CH:7]=1. The catalyst is Cl.C(=O)(O)[O-].[Na+]. The product is [F:1][C:2]1[C:3]([C:23]2[N:27]=[CH:26][NH:25][N:24]=2)=[CH:4][C:5]([CH3:22])=[C:6]([C:8]2[N:13]=[C:12]3[N:14]([CH:19]([CH3:21])[CH3:20])[C:15](=[O:18])[CH2:16][NH:17][C:11]3=[N:10][CH:9]=2)[CH:7]=1. The yield is 0.460.